Dataset: Catalyst prediction with 721,799 reactions and 888 catalyst types from USPTO. Task: Predict which catalyst facilitates the given reaction. (1) Reactant: [NH2:1][C:2]1[C:3]([CH3:26])=[C:4]([C:8]2[C:20]3[C:19]4[C:14](=[CH:15][C:16]([Br:21])=[CH:17][CH:18]=4)[NH:13][C:12]=3[C:11]([C:22]([NH2:24])=[O:23])=[N:10][C:9]=2[CH3:25])[CH:5]=[CH:6][CH:7]=1.[NH:27]1[C:32]2[CH:33]=[CH:34][CH:35]=[CH:36][C:31]=2[C:30](=O)[O:29][C:28]1=O.[N+](O[La](O[N+]([O-])=O)O[N+]([O-])=O)([O-])=O.COC(OC)OC. Product: [Br:21][C:16]1[CH:15]=[C:14]2[C:19]([C:20]3[C:8]([C:4]4[CH:5]=[CH:6][CH:7]=[C:2]([N:1]5[C:30](=[O:29])[C:31]6[C:32](=[CH:33][CH:34]=[CH:35][CH:36]=6)[N:27]=[CH:28]5)[C:3]=4[CH3:26])=[C:9]([CH3:25])[N:10]=[C:11]([C:22]([NH2:24])=[O:23])[C:12]=3[NH:13]2)=[CH:18][CH:17]=1. The catalyst class is: 54. (2) Reactant: [NH:1]1[C:5]2[CH:6]=[CH:7][CH:8]=[CH:9][C:4]=2[N:3]=[C:2]1[CH:10]([O:22][CH:23]1[CH2:28][CH2:27][N:26]([CH3:29])[CH2:25][CH2:24]1)[C:11]1[CH:12]=[C:13]([C:17]#[C:18][CH2:19][CH2:20][NH2:21])[CH:14]=[CH:15][CH:16]=1. Product: [NH:1]1[C:5]2[CH:6]=[CH:7][CH:8]=[CH:9][C:4]=2[N:3]=[C:2]1[CH:10]([O:22][CH:23]1[CH2:24][CH2:25][N:26]([CH3:29])[CH2:27][CH2:28]1)[C:11]1[CH:12]=[C:13]([CH2:17][CH2:18][CH2:19][CH2:20][NH2:21])[CH:14]=[CH:15][CH:16]=1. The catalyst class is: 663. (3) Reactant: [K].[O-]CCCC.[Br:7][C:8]1[CH:13]=[CH:12][C:11](F)=[CH:10][CH:9]=1.[C:15]([O:19][C:20]([N:22]1[CH2:25][CH:24]([OH:26])[CH2:23]1)=[O:21])([CH3:18])([CH3:17])[CH3:16]. Product: [C:15]([O:19][C:20]([N:22]1[CH2:25][CH:24]([O:26][C:11]2[CH:12]=[CH:13][C:8]([Br:7])=[CH:9][CH:10]=2)[CH2:23]1)=[O:21])([CH3:18])([CH3:16])[CH3:17]. The catalyst class is: 1.